Dataset: Experimentally validated miRNA-target interactions with 360,000+ pairs, plus equal number of negative samples. Task: Binary Classification. Given a miRNA mature sequence and a target amino acid sequence, predict their likelihood of interaction. (1) The miRNA is hsa-miR-6769b-3p with sequence CCCUCUCUGUCCCACCCAUAG. The protein sequence of the target gene is MRAQWPGQLWAALLALGALAGVVVGESNICTTRGVNSCQQCLAVSPVCAWCSDETLSQGSPRCNLKENLLKDNCAPESIEFPVSEAQILEARPLSSKGSGSSAQITQVSPQRIALRLRPDDSKIFSLQVRQVEDYPVDIYYLMDLSFSMKDDLSSIQTLGTKLASQMRKLTSNLRIGFGAFVDKPVSPYMYISPPQAIKNPCYNMKNACLPMFGYKHVLTLTDQVSRFNEEVKKQSVSRNRDAPEGGFDAIMQATVCDEKIGWRNDASHLLVFTTDAKTHIALDGRLAGIVLPNDGHCHI.... Result: 0 (no interaction). (2) The miRNA is mmu-miR-34b-5p with sequence AGGCAGUGUAAUUAGCUGAUUGU. The protein sequence of the target gene is MANTTGEPEEVSGALSLPSASAYVKLVLLGLIMCVSLAGNAILSLLVLKERALHKAPYYFLLDLCLADGIRSAICFPFVLASVRHGSSWTFSALSCKIVAFMAVLFCFHAAFMLFCISVTRYMAIAHHRFYAKRMTLWTCAAVICMAWTLSVAMAFPPVFDVGTYKFIREEDQCIFEHRYFKANDTLGFMLMLAVLMAATHAVYGKLLLFEYRHRKMKPVQMVPAISQNWTFHGPGATGQAAANWIAGFGRGPMPPTLLGIRQNGHAASRRLLGMDEVKGEKQLGRMFYAITLLFLLLWS.... Result: 1 (interaction). (3) The miRNA is hsa-miR-6819-5p with sequence UUGGGGUGGAGGGCCAAGGAGC. The protein sequence of the target gene is MAAAVAMETDDAGNRLRFQLELEFVQCLANPNYLNFLAQRGYFKDKAFVNYLKYLLYWKDPEYAKYLKYPQCLHMLELLQYEHFRKELVNAQCAKFIDEQQILHWQHYSRKRMRLQQALAEQQQQNNTSGK. Result: 0 (no interaction). (4) The miRNA is cfa-miR-539 with sequence GGAGAAAUUAUCCUUGGUGUGU. The protein sequence of the target gene is MRYILDIKMEIVQEILDQLYRKVLLGTTLEDDVHGYIFYLNPDLSEQDGCPAFPVAQSNASGVLDGMAGQHGPSSHEVATLPGAQECPKRQLQMDRTREMKLLQLTVIDTMLSQVLSDETETHAKEGYRELTEVLLQSVELDSKLMRMLQNSDKLLSHMAAKCLASLLYFQLREKVRSQHKMLSNSWVTFCQKHLSESSESGEAVRCLWILTAVIKEILKDTHSQRAESLKQLLTPFDITFEVFYNSLFSQHFGDFQSPSNLASSLMCFLELLELLVASRIHLKLHFRSQRMLFLKPHAL.... Result: 0 (no interaction). (5) The miRNA is hsa-miR-4672 with sequence UUACACAGCUGGACAGAGGCA. The protein sequence of the target gene is MTEQETLALLEVKRSDSPEKSSPQALVPNGRQPEGEGGAESPGAESLRVGSSAGSPTAIEGAEDGLDSTVSEAATLPWGTGPQPSAPFPDPPGWRDIEPEPPESEPLTKLEELPEDDANLLPEKAARAFVPIDLQCIERQPQEDLIVRCEAGEGECRTFMPPRVTHPDPTERKWAEAVVRPPGCSCGGCGSCGDREWLRAVASVGAALILFPCLLYGAYAFLPFDVPRLPTMSSRLIYTLRCGVFATFPIVLGILVYGLSLLCFSALRPFGEPRREVEIHRRYVAQSVQLFILYFFNLAV.... Result: 1 (interaction). (6) The miRNA is hsa-miR-181c-5p with sequence AACAUUCAACCUGUCGGUGAGU. The protein sequence of the target gene is MRRGWKMALSGGLRCCRRVLSWVPVLVIVLVVLWSYYAYVFELCLVTVLSPAEKVIYLILYHAIFVFFTWTYWKSIFTLPQQPNQKFHLSYTDKERYENEERPEVQKQMLVDMAKKLPVYTRTGSGAVRFCDRCHLIKPDRCHHCSVCAMCVLKMDHHCPWVNNCIGFSNYKFFLQFLAYSVLYCLYIATTVFSYFIKYWRGELPSVRSKFHVLFLLFVACMFFVSLVILFGYHCWLVSRNKTTLEAFCTPVFTSGPEKNGFNLGFIKNIQQVFGDKKKFWLIPIGSSPGDGHSFPMRSM.... Result: 1 (interaction). (7) The miRNA is hsa-miR-1184 with sequence CCUGCAGCGACUUGAUGGCUUCC. The protein sequence of the target gene is MAASSISSPWGKHVFKAILMVLVALILLHSALAQSRRDFAPPGQQKREAPVDVLTQIGRSVRGTLDAWIGPETMHLVSESSSQVLWAISSAISVAFFALSGIAAQLLNALGLAGDYLAQGLKLSPGQVQTFLLWGAGALVVYWLLSLLLGLVLALLGRILWGLKLVIFLAGFVALMRSVPDPSTRALLLLALLILYALLSRLTGSRASGAQLEAKVRGLERQVEELRWRQRRAAKGARSVEEE. Result: 1 (interaction).